This data is from Full USPTO retrosynthesis dataset with 1.9M reactions from patents (1976-2016). The task is: Predict the reactants needed to synthesize the given product. (1) The reactants are: [CH3:1][N:2]1[C:6]2[CH:7]=[CH:8][C:9]([O:11][CH2:12][C:13]([OH:15])=O)=[CH:10][C:5]=2[N:4]=[CH:3]1.C1C=CC2N(O)N=NC=2C=1.CCN=C=NCCCN(C)C.[NH2:37][CH2:38][CH:39]([OH:51])[CH2:40][N:41]1[CH2:50][CH2:49][C:48]2[C:43](=[CH:44][CH:45]=[CH:46][CH:47]=2)[CH2:42]1. Given the product [CH2:42]1[C:43]2[C:48](=[CH:47][CH:46]=[CH:45][CH:44]=2)[CH2:49][CH2:50][N:41]1[CH2:40][CH:39]([OH:51])[CH2:38][NH:37][C:13](=[O:15])[CH2:12][O:11][C:9]1[CH:8]=[CH:7][C:6]2[N:2]([CH3:1])[CH:3]=[N:4][C:5]=2[CH:10]=1, predict the reactants needed to synthesize it. (2) The reactants are: C(O)(C)(C)C.CCN(C(C)C)C(C)C.Cl[C:16]1[C:21]([C:22]([F:25])([F:24])[F:23])=[CH:20][N:19]=[C:18]([NH:26][C:27]2[CH:28]=[C:29]([CH:37]=[CH:38][CH:39]=2)[C:30]([O:32][C:33]([CH3:36])([CH3:35])[CH3:34])=[O:31])[N:17]=1.C(O)(=O)C.[NH2:44][CH2:45][C:46]1[C:47]([N:52]([CH3:57])[S:53]([CH3:56])(=[O:55])=[O:54])=[N:48][CH:49]=[CH:50][CH:51]=1. Given the product [CH3:57][N:52]([S:53]([CH3:56])(=[O:55])=[O:54])[C:47]1[C:46]([CH2:45][NH:44][C:16]2[C:21]([C:22]([F:25])([F:24])[F:23])=[CH:20][N:19]=[C:18]([NH:26][C:27]3[CH:28]=[C:29]([CH:37]=[CH:38][CH:39]=3)[C:30]([O:32][C:33]([CH3:36])([CH3:35])[CH3:34])=[O:31])[N:17]=2)=[CH:51][CH:50]=[CH:49][N:48]=1, predict the reactants needed to synthesize it. (3) Given the product [CH2:7]([N:14]1[CH2:15][CH2:16][CH2:17][C:26](=[O:28])[CH2:25][CH2:24][CH2:23]1)[C:8]1[CH:9]=[CH:10][CH:11]=[CH:12][CH:13]=1, predict the reactants needed to synthesize it. The reactants are: [K].CC(O)(C)C.[CH2:7]([N:14]([CH2:23][CH2:24][CH2:25][C:26]([O:28]CC)=O)[CH2:15][CH2:16][CH2:17]C(OCC)=O)[C:8]1[CH:13]=[CH:12][CH:11]=[CH:10][CH:9]=1.Cl. (4) Given the product [NH2:1][C:2]1[N:7]([CH3:8])[C:6](=[O:9])[C:5]([CH3:10])([CH3:11])[C@:4]([C:13]2[CH:18]=[C:17]([NH:19][CH:27]([C:22]3[N:23]=[CH:24][CH:25]=[CH:26][N:21]=3)[CH3:28])[CH:16]=[CH:15][C:14]=2[F:20])([CH3:12])[N:3]=1, predict the reactants needed to synthesize it. The reactants are: [NH2:1][C:2]1[N:7]([CH3:8])[C:6](=[O:9])[C:5]([CH3:11])([CH3:10])[C@:4]([C:13]2[CH:18]=[C:17]([NH2:19])[CH:16]=[CH:15][C:14]=2[F:20])([CH3:12])[N:3]=1.[N:21]1[CH:26]=[CH:25][CH:24]=[N:23][C:22]=1[C:27](=O)[CH3:28].[B][B][B][B][B][B][B][B][B][B]. (5) Given the product [OH:35][C@@H:33]([CH3:34])[C:31]([N:1]1[CH2:5][CH2:4][C@@H:3]([NH:6][C:7]([C:9]2[C:13]3[N:14]=[CH:15][N:16]=[C:17]([C:18]4[C:26]5[O:25][CH2:24][O:23][C:22]=5[CH:21]=[CH:20][C:19]=4[O:27][CH2:28][CH3:29])[C:12]=3[NH:11][CH:10]=2)=[O:8])[CH2:2]1)=[O:32], predict the reactants needed to synthesize it. The reactants are: [NH:1]1[CH2:5][CH2:4][C@@H:3]([NH:6][C:7]([C:9]2[C:13]3[N:14]=[CH:15][N:16]=[C:17]([C:18]4[C:26]5[O:25][CH2:24][O:23][C:22]=5[CH:21]=[CH:20][C:19]=4[O:27][CH2:28][CH3:29])[C:12]=3[NH:11][CH:10]=2)=[O:8])[CH2:2]1.Cl[C:31]([C@@H:33]([O:35]C(=O)C)[CH3:34])=[O:32]. (6) Given the product [C:1]([O:5][C:6]([NH:8][C@@H:9]([CH3:23])[CH2:10][N:11]1[C:19]2[C:14](=[CH:15][CH:16]=[C:17]3[O:22][CH2:21][CH2:20][C:18]3=2)[CH2:13][CH2:12]1)=[O:7])([CH3:4])([CH3:2])[CH3:3], predict the reactants needed to synthesize it. The reactants are: [C:1]([O:5][C:6]([NH:8][C@@H:9]([CH3:23])[CH2:10][N:11]1[C:19]2[C:14](=[CH:15][CH:16]=[C:17]3[O:22][CH2:21][CH2:20][C:18]3=2)[CH:13]=[CH:12]1)=[O:7])([CH3:4])([CH3:3])[CH3:2].C([BH3-])#N.[Na+].[OH-].[NH4+]. (7) Given the product [CH2:1]([N:8]1[C:13](=[O:14])[CH:12]=[CH:11][C:10]([C:15]2[S:19][C:18]([C:20]([NH:34][CH:31]([CH3:33])[CH3:32])=[O:22])=[N:17][C:16]=2[C:25]2[CH:26]=[CH:27][CH:28]=[CH:29][CH:30]=2)=[N:9]1)[C:2]1[CH:3]=[CH:4][CH:5]=[CH:6][CH:7]=1, predict the reactants needed to synthesize it. The reactants are: [CH2:1]([N:8]1[C:13](=[O:14])[CH:12]=[CH:11][C:10]([C:15]2[S:19][C:18]([C:20]([O:22]CC)=O)=[N:17][C:16]=2[C:25]2[CH:30]=[CH:29][CH:28]=[CH:27][CH:26]=2)=[N:9]1)[C:2]1[CH:7]=[CH:6][CH:5]=[CH:4][CH:3]=1.[CH:31]([NH2:34])([CH3:33])[CH3:32].